Dataset: Full USPTO retrosynthesis dataset with 1.9M reactions from patents (1976-2016). Task: Predict the reactants needed to synthesize the given product. Given the product [CH3:1][N:2]([C@H:3]1[C:12]2[C:7](=[CH:8][CH:9]=[CH:10][CH:11]=2)[C@@H:6]([OH:13])[CH2:5][CH2:4]1)[C:41]([C:39]1[N:40]=[C:36]([CH:33]2[CH2:34][CH2:35][N:30]([C:28](=[O:29])[CH2:27][N:26]3[C:22]([CH3:21])=[CH:23][C:24]([C:44]([F:45])([F:47])[F:46])=[N:25]3)[CH2:31][CH2:32]2)[S:37][CH:38]=1)=[O:42], predict the reactants needed to synthesize it. The reactants are: [CH3:1][NH:2][C@H:3]1[C:12]2[C:7](=[CH:8][CH:9]=[CH:10][CH:11]=2)[C@@H:6]([OH:13])[CH2:5][CH2:4]1.C(N(CC)CC)C.[CH3:21][C:22]1[N:26]([CH2:27][C:28]([N:30]2[CH2:35][CH2:34][CH:33]([C:36]3[S:37][CH:38]=[C:39]([C:41](Cl)=[O:42])[N:40]=3)[CH2:32][CH2:31]2)=[O:29])[N:25]=[C:24]([C:44]([F:47])([F:46])[F:45])[CH:23]=1.